From a dataset of Forward reaction prediction with 1.9M reactions from USPTO patents (1976-2016). Predict the product of the given reaction. (1) Given the reactants [CH3:1][C:2]1[CH:3]=[C:4]([CH2:29][OH:30])[C:5]([CH2:21][O:22][CH:23]2[CH2:28][CH2:27][CH2:26][CH2:25][O:24]2)=[C:6]2[C:10]=1[N:9]([S:11]([C:14]1[CH:20]=[CH:19][C:17]([CH3:18])=[CH:16][CH:15]=1)(=[O:13])=[O:12])[CH:8]=[CH:7]2.[H-].[Na+].[CH3:33]N(C=O)C, predict the reaction product. The product is: [CH3:33][O:30][CH2:29][C:4]1[C:5]([CH2:21][O:22][CH:23]2[CH2:28][CH2:27][CH2:26][CH2:25][O:24]2)=[C:6]2[C:10](=[C:2]([CH3:1])[CH:3]=1)[N:9]([S:11]([C:14]1[CH:15]=[CH:16][C:17]([CH3:18])=[CH:19][CH:20]=1)(=[O:13])=[O:12])[CH:8]=[CH:7]2. (2) Given the reactants [NH2:1][C:2]1[CH:16]=[CH:15][C:5]([C:6]([O:8][CH2:9][CH2:10][CH2:11][CH2:12][CH2:13][CH3:14])=[O:7])=[CH:4][CH:3]=1.C(O)CCCCC.[N+](C1C=CC(C(Cl)=O)=CC=1)([O-])=O.Cl[C:37]1[C:46]2[C:41](=[CH:42][CH:43]=[CH:44][CH:45]=2)[N:40]=[CH:39][CH:38]=1.CCN(C(C)C)C(C)C, predict the reaction product. The product is: [N:40]1[C:41]2[C:46](=[CH:45][CH:44]=[CH:43][CH:42]=2)[C:37]([NH:1][C:2]2[CH:3]=[CH:4][C:5]([C:6]([O:8][CH2:9][CH2:10][CH2:11][CH2:12][CH2:13][CH3:14])=[O:7])=[CH:15][CH:16]=2)=[CH:38][CH:39]=1. (3) Given the reactants [CH3:1][N:2]1[CH:6]=[C:5]([S:7](=[O:16])(=[O:15])[NH:8][C@H:9]([CH3:14])[C:10]([F:13])([F:12])[F:11])[CH:4]=[C:3]1[C:17]([O:19]C)=O.[Cl:21][C:22]1[CH:23]=[C:24]([CH:26]=[CH:27][C:28]=1[F:29])[NH2:25].[Li+].C[Si]([N-][Si](C)(C)C)(C)C.[Cl-].[NH4+], predict the reaction product. The product is: [Cl:21][C:22]1[CH:23]=[C:24]([NH:25][C:17]([C:3]2[N:2]([CH3:1])[CH:6]=[C:5]([S:7](=[O:15])(=[O:16])[NH:8][C@H:9]([CH3:14])[C:10]([F:11])([F:12])[F:13])[CH:4]=2)=[O:19])[CH:26]=[CH:27][C:28]=1[F:29]. (4) Given the reactants [F:1][C:2]1[CH:3]=[CH:4][C:5]2[CH2:11][S:10](=[O:13])(=[O:12])[NH:9][N:8]=[C:7]([C:14]3[CH:19]=[CH:18][C:17]([F:20])=[CH:16][CH:15]=3)[C:6]=2[CH:21]=1.[C:22]1([CH2:28][CH2:29][CH2:30]Br)[CH:27]=[CH:26][CH:25]=[CH:24][CH:23]=1, predict the reaction product. The product is: [F:1][C:2]1[CH:3]=[CH:4][C:5]2[CH2:11][S:10](=[O:12])(=[O:13])[N:9]([CH2:30][CH2:29][CH2:28][C:22]3[CH:27]=[CH:26][CH:25]=[CH:24][CH:23]=3)[N:8]=[C:7]([C:14]3[CH:19]=[CH:18][C:17]([F:20])=[CH:16][CH:15]=3)[C:6]=2[CH:21]=1. (5) Given the reactants [Br:1][C:2]1[N:7]2[N:8]=[C:9]([O:11][CH3:12])[CH:10]=[C:6]2[CH:5]=[CH:4][CH:3]=1.[N:13]([O-])=[O:14].[Na+], predict the reaction product. The product is: [Br:1][C:2]1[N:7]2[N:8]=[C:9]([O:11][CH3:12])[C:10]([N:13]=[O:14])=[C:6]2[CH:5]=[CH:4][CH:3]=1. (6) Given the reactants C(OC([NH:8][C@@H:9]([C:18]([N:20]([CH2:27][C:28]1[CH:33]=[CH:32][CH:31]=[CH:30][CH:29]=1)[CH2:21][C:22](OCC)=[O:23])=[O:19])[CH2:10][C:11]1[CH:16]=[CH:15][CH:14]=[CH:13][C:12]=1[F:17])=O)(C)(C)C.C(O)(C(F)(F)F)=O, predict the reaction product. The product is: [CH2:27]([N:20]1[CH2:21][C:22](=[O:23])[NH:8][C@H:9]([CH2:10][C:11]2[CH:16]=[CH:15][CH:14]=[CH:13][C:12]=2[F:17])[C:18]1=[O:19])[C:28]1[CH:33]=[CH:32][CH:31]=[CH:30][CH:29]=1. (7) Given the reactants C(O[C:4]([C:6]1[C:10]([C:11]2[CH:16]=[CH:15][CH:14]=[CH:13][CH:12]=2)=[CH:9][NH:8][C:7]=1[CH2:17][CH2:18][NH2:19])=[O:5])C.O.[OH-].[Li+].O.[CH2:24]([OH:26])C, predict the reaction product. The product is: [O:5]=[C:4]1[C:6]2[C:10]([C:11]3[CH:12]=[CH:13][CH:14]=[CH:15][CH:16]=3)=[C:9]([CH:24]=[O:26])[NH:8][C:7]=2[CH2:17][CH2:18][NH:19]1.